This data is from Catalyst prediction with 721,799 reactions and 888 catalyst types from USPTO. The task is: Predict which catalyst facilitates the given reaction. (1) Reactant: [C:1]([N:4]1[CH2:18][CH2:17][CH:7]([C:8]([O:10]C2C=CC=CC=2)=O)[CH2:6][CH2:5]1)(=O)[CH3:2].[C:19](N1CCC(C(Cl)=O)CC1)(=[O:21])C.[C:31]1([OH:37])[CH:36]=[CH:35][CH:34]=[CH:33][CH:32]=1.CCN(CC)CC. Product: [OH:37][C:31]1[CH:36]=[CH:35][CH:34]=[CH:33][C:32]=1[C:8]([CH:7]1[CH2:6][CH2:5][N:4]([CH2:1][CH2:2][CH2:19][OH:21])[CH2:18][CH2:17]1)=[O:10]. The catalyst class is: 49. (2) Reactant: Cl[CH2:2][C:3]#[N:4].C(=O)([O-])[O-].[K+].[K+].[CH3:11][O:12][C:13]1[CH:18]=[CH:17][C:16]([CH2:19][NH2:20])=[CH:15][CH:14]=1. Product: [CH3:11][O:12][C:13]1[CH:18]=[CH:17][C:16]([CH2:19][NH:20][CH2:2][C:3]#[N:4])=[CH:15][CH:14]=1. The catalyst class is: 10. (3) Reactant: [CH3:1][C:2]1[NH:3][C:4]([C:9]([F:12])([F:11])[F:10])=[CH:5][C:6]=1[C:7]#[N:8].[F:13][C:14]1[CH:19]=[CH:18][C:17]([CH2:20][CH2:21]O)=[CH:16][CH:15]=1.C(C=C1CCP(C)C1(C)C)#N. Product: [F:13][C:14]1[CH:19]=[CH:18][C:17]([CH2:20][CH2:21][N:3]2[C:4]([C:9]([F:10])([F:12])[F:11])=[CH:5][C:6]([C:7]#[N:8])=[C:2]2[CH3:1])=[CH:16][CH:15]=1. The catalyst class is: 11. (4) Reactant: Cl[C:2]1[N:7]=[C:6]([NH:8][C:9]2[CH:14]=[CH:13][C:12]([O:15][CH3:16])=[CH:11][CH:10]=2)[CH:5]=[CH:4][CH:3]=1.[CH2:17]([CH2:19][NH2:20])[OH:18]. Product: [CH3:16][O:15][C:12]1[CH:13]=[CH:14][C:9]([NH:8][C:6]2[N:7]=[C:2]([NH:20][CH2:19][CH2:17][OH:18])[CH:3]=[CH:4][CH:5]=2)=[CH:10][CH:11]=1. The catalyst class is: 25.